Dataset: Reaction yield outcomes from USPTO patents with 853,638 reactions. Task: Predict the reaction yield, written as a fraction of the theoretical maximum amount of product (1.0 means a 100% yield; for example, 0.34 means a 34% yield). (1) The reactants are C([Li])CCC.Br[C:7]1[CH:8]=[C:9]([C:16]([F:19])([F:18])[F:17])[C:10]([O:13][CH2:14][CH3:15])=[N:11][CH:12]=1.[B:20](OC(C)C)([O:25]C(C)C)[O:21]C(C)C. The catalyst is CCOCC. The product is [CH2:14]([O:13][C:10]1[C:9]([C:16]([F:19])([F:18])[F:17])=[CH:8][C:7]([B:20]([OH:25])[OH:21])=[CH:12][N:11]=1)[CH3:15]. The yield is 0.670. (2) The reactants are [F:1][C:2]1[C:7]([CH3:8])=[CH:6][CH:5]=[CH:4][C:3]=1[CH2:9][N:10]1[C:14]2[CH:15]=[C:16]([N:23]3[CH2:28][CH2:27][O:26][CH2:25][CH2:24]3)[CH:17]=[C:18]([C:19]([O:21]C)=[O:20])[C:13]=2[N:12]=[C:11]1[CH3:29].[Li+].[OH-]. The catalyst is C1COCC1. The product is [F:1][C:2]1[C:7]([CH3:8])=[CH:6][CH:5]=[CH:4][C:3]=1[CH2:9][N:10]1[C:14]2[CH:15]=[C:16]([N:23]3[CH2:28][CH2:27][O:26][CH2:25][CH2:24]3)[CH:17]=[C:18]([C:19]([OH:21])=[O:20])[C:13]=2[N:12]=[C:11]1[CH3:29]. The yield is 0.700. (3) The reactants are O[C@@H:2]1[CH2:11][C:6]2([CH2:10][CH2:9][CH2:8][CH2:7]2)[C@@H:5]([C:12]([O:14][CH3:15])=[O:13])[C:4]([CH3:16])=[CH:3]1.C([SiH](CC)CC)C.B(F)(F)F.CCOCC.[OH-].[Na+]. The catalyst is ClCCl. The product is [CH3:16][C:4]1[CH:5]([C:12]([O:14][CH3:15])=[O:13])[C:6]2([CH2:11][CH2:2][CH:3]=1)[CH2:10][CH2:9][CH2:8][CH2:7]2. The yield is 0.900. (4) The reactants are [Br:1][C:2]1[C:3](Cl)=[N:4][CH:5]=[CH:6][C:7]=1[CH3:8].[CH2:10]([OH:17])[C:11]1[CH:16]=[CH:15][CH:14]=[CH:13][CH:12]=1.CC(C)([O-])C.[K+]. The catalyst is CN1C(=O)CCC1.CCOC(C)=O. The product is [CH2:10]([O:17][C:3]1[C:2]([Br:1])=[C:7]([CH3:8])[CH:6]=[CH:5][N:4]=1)[C:11]1[CH:16]=[CH:15][CH:14]=[CH:13][CH:12]=1. The yield is 0.987. (5) The reactants are [N:1]1([C:10]([O:12][C:13]([CH3:16])([CH3:15])[CH3:14])=[O:11])[C@H:9]2[C@H:4]([NH:5][CH2:6][CH2:7][CH2:8]2)[CH2:3][CH2:2]1.[Cl:17][C:18]1[C:19]([C:25]#[N:26])=[N:20][CH:21]=[C:22](Cl)[N:23]=1.CCN(C(C)C)C(C)C. The catalyst is CN(C=O)C.CCOC(C)=O. The product is [Cl:17][C:18]1[N:23]=[C:22]([N:5]2[CH2:6][CH2:7][CH2:8][C@H:9]3[N:1]([C:10]([O:12][C:13]([CH3:16])([CH3:15])[CH3:14])=[O:11])[CH2:2][CH2:3][C@@H:4]23)[CH:21]=[N:20][C:19]=1[C:25]#[N:26]. The yield is 0.880. (6) The reactants are [CH:1]1([CH2:8][CH2:9][NH:10][C:11](=[O:42])[C@H:12]([CH3:41])[C@H:13]([C@@H:16]2[CH2:20][CH2:19][CH2:18][N:17]2[C:21](=[O:40])[CH2:22][C@@H:23]([O:38][CH3:39])[C@@H:24]([N:29]([CH3:37])[C:30](=[O:36])[C@H:31]([CH:33]([CH3:35])[CH3:34])[NH2:32])[C@@H:25]([CH3:28])[CH2:26][CH3:27])[O:14][CH3:15])[CH:7]=[CH:6][CH:5]=[CH:4][CH:3]=[CH:2]1.[C:43]([O:47][C:48]([N:50]1[CH2:55][CH2:54][CH2:53][CH2:52][C@:51]1([CH3:59])[C:56](O)=[O:57])=[O:49])([CH3:46])([CH3:45])[CH3:44].CN(C(ON1N=NC2C=CC=NC1=2)=[N+](C)C)C.F[P-](F)(F)(F)(F)F.C(N(CC)C(C)C)(C)C. The catalyst is ClCCl. The product is [CH:1]1([CH2:8][CH2:9][NH:10][C:11](=[O:42])[C@H:12]([CH3:41])[C@H:13]([C@@H:16]2[CH2:20][CH2:19][CH2:18][N:17]2[C:21](=[O:40])[CH2:22][C@@H:23]([O:38][CH3:39])[C@@H:24]([N:29]([CH3:37])[C:30](=[O:36])[C@@H:31]([NH:32][C:56]([C@@:51]2([CH3:59])[CH2:52][CH2:53][CH2:54][CH2:55][N:50]2[C:48]([O:47][C:43]([CH3:46])([CH3:45])[CH3:44])=[O:49])=[O:57])[CH:33]([CH3:34])[CH3:35])[C@@H:25]([CH3:28])[CH2:26][CH3:27])[O:14][CH3:15])[CH:7]=[CH:6][CH:5]=[CH:4][CH:3]=[CH:2]1. The yield is 1.00.